Dataset: Peptide-MHC class II binding affinity with 134,281 pairs from IEDB. Task: Regression. Given a peptide amino acid sequence and an MHC pseudo amino acid sequence, predict their binding affinity value. This is MHC class II binding data. (1) The peptide sequence is INEPTAVAIAYGLDR. The MHC is HLA-DQA10401-DQB10402 with pseudo-sequence HLA-DQA10401-DQB10402. The binding affinity (normalized) is 0.570. (2) The MHC is HLA-DQA10401-DQB10402 with pseudo-sequence HLA-DQA10401-DQB10402. The binding affinity (normalized) is 0.406. The peptide sequence is VVLFAVFLGSAYGIP.